Dataset: Catalyst prediction with 721,799 reactions and 888 catalyst types from USPTO. Task: Predict which catalyst facilitates the given reaction. (1) Reactant: O([C:4]([O:12]CC)=[CH:5][C:6]1[CH:11]=[CH:10][CH:9]=[CH:8][CH:7]=1)CC.[CH:15](O)=O. The catalyst class is: 6. Product: [CH:4](=[O:12])[C:5]([C:6]1[CH:7]=[CH:8][CH:9]=[CH:10][CH:11]=1)=[CH2:15]. (2) Reactant: [NH2:1][CH2:2][C:3]1[CH:4]=[C:5]([NH:13][C:14]([CH:16]2[CH2:25][C:24]3[CH:23]=[C:22]([O:26][C:27]4[CH:32]=[CH:31][N:30]=[C:29]([C:33]([NH:35][CH3:36])=[O:34])[CH:28]=4)[CH:21]=[CH:20][C:19]=3[CH2:18][CH2:17]2)=[O:15])[CH:6]=[C:7]([C:9]([F:12])([F:11])[F:10])[CH:8]=1.Br[CH2:38][CH2:39][OH:40]. Product: [OH:40][CH2:39][CH2:38][NH:1][CH2:2][C:3]1[CH:4]=[C:5]([NH:13][C:14]([CH:16]2[CH2:25][C:24]3[CH:23]=[C:22]([O:26][C:27]4[CH:32]=[CH:31][N:30]=[C:29]([C:33]([NH:35][CH3:36])=[O:34])[CH:28]=4)[CH:21]=[CH:20][C:19]=3[CH2:18][CH2:17]2)=[O:15])[CH:6]=[C:7]([C:9]([F:12])([F:10])[F:11])[CH:8]=1. The catalyst class is: 18. (3) Reactant: CC1(C)C2C=CC=C(P(C3C=CC=CC=3)C3C=CC=CC=3)C=2OC2C1=CC=CC=2P(C1C=CC=CC=1)C1C=CC=CC=1.[NH:43]1[CH2:46][CH2:45][C:44]1=[O:47].C(=O)([O-])[O-].[Cs+].[Cs+].Br[C:55]1[CH:60]=[CH:59][C:58]([C:61]2[O:76][C:64]3[N:65]=[CH:66][N:67]=[C:68]([N:69]4[CH2:74][CH2:73][N:72]([CH3:75])[CH2:71][CH2:70]4)[C:63]=3[C:62]=2[C:77]2[CH:82]=[CH:81][C:80]([F:83])=[CH:79][CH:78]=2)=[CH:57][CH:56]=1. Product: [F:83][C:80]1[CH:81]=[CH:82][C:77]([C:62]2[C:63]3[C:68]([N:69]4[CH2:74][CH2:73][N:72]([CH3:75])[CH2:71][CH2:70]4)=[N:67][CH:66]=[N:65][C:64]=3[O:76][C:61]=2[C:58]2[CH:57]=[CH:56][C:55]([N:43]3[CH2:46][CH2:45][C:44]3=[O:47])=[CH:60][CH:59]=2)=[CH:78][CH:79]=1. The catalyst class is: 110. (4) The catalyst class is: 507. Reactant: FC(F)(F)S(O[C:7]1[CH:12]=[CH:11][C:10]([CH:13]=[O:14])=[CH:9][C:8]=1[O:15][CH3:16])(=O)=O.CCOC(C)=O.[CH3:25][N:26](C=O)C. Product: [CH:13]([C:10]1[CH:11]=[CH:12][C:7]([C:25]#[N:26])=[C:8]([O:15][CH3:16])[CH:9]=1)=[O:14]. (5) Reactant: [Cl:1][C:2]1[CH:8]=[CH:7][C:5]([NH2:6])=[C:4]([C:9]2[CH:14]=[C:13]([O:15][CH3:16])[N:12]=[CH:11][N:10]=2)[C:3]=1[F:17].C(ON=O)CC(C)C.[Si]([N:30]=[N+:31]=[N-])(C)(C)C.[C:33]([Si:35]([CH3:38])([CH3:37])[CH3:36])#[CH:34]. Product: [Cl:1][C:2]1[C:3]([F:17])=[C:4]([C:9]2[CH:14]=[C:13]([O:15][CH3:16])[N:12]=[CH:11][N:10]=2)[C:5]([N:6]2[CH:34]=[C:33]([Si:35]([CH3:38])([CH3:37])[CH3:36])[N:31]=[N:30]2)=[CH:7][CH:8]=1. The catalyst class is: 290. (6) Reactant: C(NC(C)C)(C)C.C([Li])CCC.[CH3:13][O:14][N:15]([CH3:29])[C:16]([C:18]1[S:19][CH:20]=[C:21]2[CH2:26][C:25]([CH3:28])([CH3:27])[CH2:24][CH2:23][C:22]=12)=[O:17].[I:30]I. Product: [CH3:13][O:14][N:15]([CH3:29])[C:16]([C:18]1[S:19][C:20]([I:30])=[C:21]2[CH2:26][C:25]([CH3:27])([CH3:28])[CH2:24][CH2:23][C:22]=12)=[O:17]. The catalyst class is: 1.